From a dataset of CYP3A4 inhibition data for predicting drug metabolism from PubChem BioAssay. Regression/Classification. Given a drug SMILES string, predict its absorption, distribution, metabolism, or excretion properties. Task type varies by dataset: regression for continuous measurements (e.g., permeability, clearance, half-life) or binary classification for categorical outcomes (e.g., BBB penetration, CYP inhibition). Dataset: cyp3a4_veith. (1) The compound is CN(C)c1ncc2nc(-c3ccccc3)c(=O)n(Cc3ccc(F)cc3)c2n1. The result is 0 (non-inhibitor). (2) The drug is Br.COc1ccc2c(c1)[C@]13CCCC[C@@H]1[C@H](C2)N(C)CC3.O. The result is 0 (non-inhibitor). (3) The compound is O=C(O)c1ccc(NCc2nc3cc4ccccc4cc3[nH]2)cc1. The result is 0 (non-inhibitor). (4) The drug is C=CCN1C(=O)NC(=O)/C(=C/c2cccn2C)C1=O. The result is 0 (non-inhibitor). (5) The drug is CC(=O)OC1N=C(c2ccccc2)c2cc(Br)ccc2N(C)C1=O. The result is 0 (non-inhibitor).